The task is: Predict the product of the given reaction.. This data is from Forward reaction prediction with 1.9M reactions from USPTO patents (1976-2016). (1) Given the reactants C(O[C:6](=[O:14])[NH:7][CH:8]1[CH2:13][CH2:12][CH2:11][NH:10][CH2:9]1)(C)(C)C.Cl[C:16]1[C:25]2[C:20](=[CH:21][C:22]([O:28][CH3:29])=[C:23]([O:26][CH3:27])[CH:24]=2)[N:19]=[CH:18][N:17]=1.C(OC(=O)NC1CCNC1)(C)(C)C.ClC1C2C(=CC=CC=2)N=CC=1.[CH:54]([C:57]1[CH:62]=[CH:61][C:60]([N:63]=C=O)=[CH:59][CH:58]=1)([CH3:56])[CH3:55], predict the reaction product. The product is: [CH3:27][O:26][C:23]1[CH:24]=[C:25]2[C:20](=[CH:21][C:22]=1[O:28][CH3:29])[N:19]=[CH:18][N:17]=[C:16]2[N:10]1[CH2:11][CH2:12][CH2:13][CH:8]([NH:7][C:6]([NH:63][C:60]2[CH:61]=[CH:62][C:57]([CH:54]([CH3:56])[CH3:55])=[CH:58][CH:59]=2)=[O:14])[CH2:9]1. (2) The product is: [CH3:35][N:36]([CH3:42])[C@H:37]1[CH2:41][CH2:40][N:39]([C:2]2[C:3]([C:22]3[CH:27]=[CH:26][CH:25]=[CH:24][CH:23]=3)=[C:4]([CH3:21])[C:5]([C:19]#[N:20])=[C:6]3[C:10]=2[O:9][C:8]([N:11]([CH3:18])[CH2:12][C:13]2[NH:17][N:16]=[CH:15][N:14]=2)=[N:7]3)[CH2:38]1. Given the reactants F[C:2]1[C:3]([C:22]2[CH:27]=[CH:26][CH:25]=[CH:24][CH:23]=2)=[C:4]([CH3:21])[C:5]([C:19]#[N:20])=[C:6]2[C:10]=1[O:9][C:8]([N:11]([CH3:18])[CH2:12][C:13]1[NH:17][N:16]=[CH:15][N:14]=1)=[N:7]2.C(N(CC)CC)C.[CH3:35][N:36]([CH3:42])[C@H:37]1[CH2:41][CH2:40][NH:39][CH2:38]1, predict the reaction product. (3) Given the reactants O[CH:2]=[C:3]1[C:11]2[C:6](=[CH:7][C:8]([C:12]([C:14]3[CH:15]=[C:16]([NH:20][C:21]([C:23]4[S:24][CH:25]=[CH:26][CH:27]=4)=[O:22])[CH:17]=[CH:18][CH:19]=3)=[O:13])=[CH:9][CH:10]=2)[NH:5][C:4]1=[O:28].[NH2:29][C:30]1[CH:31]=[C:32]([OH:36])[CH:33]=[CH:34][CH:35]=1, predict the reaction product. The product is: [OH:36][C:32]1[CH:31]=[C:30]([NH:29][CH:2]=[C:3]2[C:11]3[C:6](=[CH:7][C:8]([C:12]([C:14]4[CH:15]=[C:16]([NH:20][C:21]([C:23]5[S:24][CH:25]=[CH:26][CH:27]=5)=[O:22])[CH:17]=[CH:18][CH:19]=4)=[O:13])=[CH:9][CH:10]=3)[NH:5][C:4]2=[O:28])[CH:35]=[CH:34][CH:33]=1. (4) Given the reactants C1([S:7]([N:10]2[CH2:15][CH2:14][O:13][C:12]3[N:16]=[CH:17][C:18]([C:20]([O:22]C)=[O:21])=[CH:19][C:11]2=3)(=[O:9])=[O:8])C=CC=CC=1.[OH-:24].[Na+], predict the reaction product. The product is: [O:24]1[CH2:14][CH2:15][N:10]([S:7]([N:10]2[CH2:15][CH2:14][O:13][C:12]3[N:16]=[CH:17][C:18]([C:20]([OH:22])=[O:21])=[CH:19][C:11]2=3)(=[O:8])=[O:9])[CH2:11][CH2:12]1. (5) Given the reactants [OH:1][CH2:2][CH:3]1[CH2:6][N:5]([C:7]([O:9][C:10]([CH3:13])([CH3:12])[CH3:11])=[O:8])[CH2:4]1.[I:14][C:15]1[CH:20]=[CH:19][CH:18]=[CH:17][C:16]=1O.N(C(N1CCCCC1)=O)=NC(N1CCCCC1)=O.C(P(CCCC)CCCC)CCC, predict the reaction product. The product is: [I:14][C:15]1[CH:20]=[CH:19][CH:18]=[CH:17][C:16]=1[O:1][CH2:2][CH:3]1[CH2:6][N:5]([C:7]([O:9][C:10]([CH3:13])([CH3:12])[CH3:11])=[O:8])[CH2:4]1. (6) Given the reactants [OH:1][C:2]1[C:11]2[C:6](=[CH:7][C:8]([C:12]([O:14][CH3:15])=[O:13])=[CH:9][CH:10]=2)[N:5]([CH3:16])[C:4](=[O:17])[C:3]=1[C:18]([O:20]CC1C=CC=CC=1)=[O:19], predict the reaction product. The product is: [OH:1][C:2]1[C:11]2[C:6](=[CH:7][C:8]([C:12]([O:14][CH3:15])=[O:13])=[CH:9][CH:10]=2)[N:5]([CH3:16])[C:4](=[O:17])[C:3]=1[C:18]([OH:20])=[O:19]. (7) Given the reactants [NH2:1][C:2]1[CH:3]=[CH:4][CH:5]=[C:6]2[C:10]=1[NH:9][C:8]([C:11]([O:13][CH2:14][CH3:15])=[O:12])=[CH:7]2.[CH3:16][S:17](Cl)(=[O:19])=[O:18], predict the reaction product. The product is: [CH3:16][S:17]([NH:1][C:2]1[CH:3]=[CH:4][CH:5]=[C:6]2[C:10]=1[NH:9][C:8]([C:11]([O:13][CH2:14][CH3:15])=[O:12])=[CH:7]2)(=[O:19])=[O:18].